This data is from Peptide-MHC class I binding affinity with 185,985 pairs from IEDB/IMGT. The task is: Regression. Given a peptide amino acid sequence and an MHC pseudo amino acid sequence, predict their binding affinity value. This is MHC class I binding data. (1) The peptide sequence is GERSRCYSVY. The MHC is HLA-A29:02 with pseudo-sequence HLA-A29:02. The binding affinity (normalized) is 0. (2) The binding affinity (normalized) is 0.0847. The MHC is HLA-B48:01 with pseudo-sequence HLA-B48:01. The peptide sequence is EVADRVIFM. (3) The peptide sequence is IVGLLGFAA. The MHC is Patr-A0101 with pseudo-sequence Patr-A0101. The binding affinity (normalized) is 0.0317.